Regression. Given two drug SMILES strings and cell line genomic features, predict the synergy score measuring deviation from expected non-interaction effect. From a dataset of Merck oncology drug combination screen with 23,052 pairs across 39 cell lines. (1) Drug 1: COC12C(COC(N)=O)C3=C(C(=O)C(C)=C(N)C3=O)N1CC1NC12. Drug 2: CC(C)CC(NC(=O)C(Cc1ccccc1)NC(=O)c1cnccn1)B(O)O. Cell line: RPMI7951. Synergy scores: synergy=-8.12. (2) Cell line: SW837. Synergy scores: synergy=1.09. Drug 2: CC1(c2nc3c(C(N)=O)cccc3[nH]2)CCCN1. Drug 1: C#Cc1cccc(Nc2ncnc3cc(OCCOC)c(OCCOC)cc23)c1.